This data is from Forward reaction prediction with 1.9M reactions from USPTO patents (1976-2016). The task is: Predict the product of the given reaction. (1) Given the reactants C([O:4][C:5]1[CH:6]=[C:7](/[CH:12]=[CH:13]/[C:14]([OH:16])=O)[CH:8]=[CH:9][C:10]=1[F:11])(=O)C.S(Cl)(Cl)=O.[Cl:21][C:22]1[CH:23]=[C:24]([CH:26]=[CH:27][CH:28]=1)[NH2:25], predict the reaction product. The product is: [Cl:21][C:22]1[CH:23]=[C:24]([NH:25][C:14](=[O:16])/[CH:13]=[CH:12]/[C:7]2[CH:8]=[CH:9][C:10]([F:11])=[C:5]([OH:4])[CH:6]=2)[CH:26]=[CH:27][CH:28]=1. (2) Given the reactants [C:1]([O:5][C:6]([N:8]1[C@H:12]([C:13](N(OC)C)=[O:14])[CH2:11][O:10][C:9]1([CH3:20])[CH3:19])=[O:7])([CH3:4])([CH3:3])[CH3:2].[H-].[H-].[H-].[H-].[Li+].[Al+3].OS([O-])(=O)=O.[K+], predict the reaction product. The product is: [CH:13]([C@@H:12]1[CH2:11][O:10][C:9]([CH3:20])([CH3:19])[N:8]1[C:6]([O:5][C:1]([CH3:4])([CH3:3])[CH3:2])=[O:7])=[O:14]. (3) Given the reactants Cl[C:2]1[N:7]=[C:6]([C:8]2[N:12]3[CH:13]=[CH:14][CH:15]=[CH:16][C:11]3=[N:10][C:9]=2[C:17]2[CH:18]=[CH:19][C:20]([O:34][CH2:35][CH3:36])=[C:21]([CH:33]=2)[C:22]([NH:24][C:25]2[C:30]([F:31])=[CH:29][CH:28]=[CH:27][C:26]=2[F:32])=[O:23])[CH:5]=[CH:4][N:3]=1.[CH3:37][C:38]1[C:39]([N:48]2[CH2:53][CH2:52][N:51]([CH2:54][CH2:55][S:56]([CH3:59])(=[O:58])=[O:57])[CH2:50][CH2:49]2)=[CH:40][C:41]([O:45][CH2:46][CH3:47])=[C:42]([NH2:44])[CH:43]=1.C1(C)C=CC(S(O)(=O)=O)=CC=1.C[O-].[Na+], predict the reaction product. The product is: [F:32][C:26]1[CH:27]=[CH:28][CH:29]=[C:30]([F:31])[C:25]=1[NH:24][C:22](=[O:23])[C:21]1[CH:33]=[C:17]([C:9]2[N:10]=[C:11]3[CH:16]=[CH:15][CH:14]=[CH:13][N:12]3[C:8]=2[C:6]2[CH:5]=[CH:4][N:3]=[C:2]([NH:44][C:42]3[CH:43]=[C:38]([CH3:37])[C:39]([N:48]4[CH2:53][CH2:52][N:51]([CH2:54][CH2:55][S:56]([CH3:59])(=[O:58])=[O:57])[CH2:50][CH2:49]4)=[CH:40][C:41]=3[O:45][CH2:46][CH3:47])[N:7]=2)[CH:18]=[CH:19][C:20]=1[O:34][CH2:35][CH3:36]. (4) Given the reactants [C:1]([O:4][CH2:5][CH2:6][C:7]([C:9]1[S:10][C:11]([Br:14])=[CH:12][CH:13]=1)=[O:8])(=[O:3])[CH3:2].[BH4-].[Na+], predict the reaction product. The product is: [C:1]([O:4][CH2:5][CH2:6][CH:7]([C:9]1[S:10][C:11]([Br:14])=[CH:12][CH:13]=1)[OH:8])(=[O:3])[CH3:2]. (5) Given the reactants [F:1][C:2]([F:16])([F:15])[C:3]([NH:5][CH2:6][CH2:7][C:8]1([OH:14])[CH2:13][CH2:12][NH:11][CH2:10][CH2:9]1)=[O:4].[CH3:17][O:18][C:19]1[N:20]=[C:21]2[C:26](=[CH:27][CH:28]=1)[N:25]=[CH:24][CH:23]=[C:22]2OS(C(F)(F)F)(=O)=O.C(N(CC)CC)C, predict the reaction product. The product is: [F:16][C:2]([F:1])([F:15])[C:3]([NH:5][CH2:6][CH2:7][C:8]1([OH:14])[CH2:9][CH2:10][N:11]([C:22]2[C:21]3[C:26](=[CH:27][CH:28]=[C:19]([O:18][CH3:17])[N:20]=3)[N:25]=[CH:24][CH:23]=2)[CH2:12][CH2:13]1)=[O:4].